Dataset: Full USPTO retrosynthesis dataset with 1.9M reactions from patents (1976-2016). Task: Predict the reactants needed to synthesize the given product. (1) Given the product [NH2:16][C:10]1[N:9]=[C:8]([O:17][CH2:18][CH2:19][CH2:20][CH3:21])[N:7]=[C:6]2[C:11]=1[NH:12][C:13](=[O:14])[N:5]2[CH2:4][CH2:3][CH2:2][Br:1], predict the reactants needed to synthesize it. The reactants are: [Br:1][CH2:2][CH2:3][CH2:4][N:5]1[C:13]([O:14]C)=[N:12][C:11]2[C:6]1=[N:7][C:8]([O:17][CH2:18][CH2:19][CH2:20][CH3:21])=[N:9][C:10]=2[NH2:16].Cl. (2) Given the product [F:13][C:4]1[CH:3]=[C:2]([C:22]2[CH:23]=[N:24][CH:25]=[C:26]([CH:31]=2)[C:27]([O:29][CH3:30])=[O:28])[CH:7]=[CH:6][C:5]=1[O:8][C:9]([F:12])([F:11])[F:10], predict the reactants needed to synthesize it. The reactants are: Br[C:2]1[CH:7]=[CH:6][C:5]([O:8][C:9]([F:12])([F:11])[F:10])=[C:4]([F:13])[CH:3]=1.CC1(C)C(C)(C)OB([C:22]2[CH:23]=[N:24][CH:25]=[C:26]([CH:31]=2)[C:27]([O:29][CH3:30])=[O:28])O1. (3) The reactants are: Br[CH:2]1[CH:7]=[CH:6][C:5]([CH3:8])=[CH:4][C:3]1([O:10][CH2:11][CH2:12]Cl)C.[CH2:14]([Li])CCC. Given the product [CH3:14][C:7]1[C:2]2[CH2:12][CH2:11][O:10][C:3]=2[CH:4]=[C:5]([CH3:8])[CH:6]=1, predict the reactants needed to synthesize it.